This data is from Reaction yield outcomes from USPTO patents with 853,638 reactions. The task is: Predict the reaction yield, written as a fraction of the theoretical maximum amount of product (1.0 means a 100% yield; for example, 0.34 means a 34% yield). (1) The reactants are [CH3:1][O:2][C:3]1[CH:8]=[C:7]([O:9][CH2:10][CH2:11][O:12][CH3:13])[CH:6]=[CH:5][C:4]=1[N+:14]([O-])=O.[ClH:17]. The catalyst is CO.[Pd]. The product is [ClH:17].[CH3:1][O:2][C:3]1[CH:8]=[C:7]([O:9][CH2:10][CH2:11][O:12][CH3:13])[CH:6]=[CH:5][C:4]=1[NH2:14]. The yield is 0.760. (2) The reactants are [N:1]([C@H:4]1[C:13]2[C:8](=[C:9]([Br:14])[CH:10]=[CH:11][CH:12]=2)[CH2:7][CH2:6][CH2:5]1)=[N+]=[N-].[CH3:15][C:16]([O:19][C:20](O[C:20]([O:19][C:16]([CH3:18])([CH3:17])[CH3:15])=[O:21])=[O:21])([CH3:18])[CH3:17]. The catalyst is CC(=O)OCC.O=[Pt]=O. The product is [Br:14][C:9]1[CH:10]=[CH:11][CH:12]=[C:13]2[C:8]=1[CH2:7][CH2:6][CH2:5][C@H:4]2[NH:1][C:20](=[O:21])[O:19][C:16]([CH3:18])([CH3:17])[CH3:15]. The yield is 0.930.